Dataset: Forward reaction prediction with 1.9M reactions from USPTO patents (1976-2016). Task: Predict the product of the given reaction. (1) The product is: [CH3:1][O:2][C:3]([C:5]12[CH2:12][CH:11]3[CH2:10][CH:9]([CH2:8][C:7]([C:15]([NH:17][CH:18]([CH2:23][N:24]4[CH2:25][CH2:26][N:27]([CH2:40][C:39]([N:38]([CH3:43])[CH3:37])=[O:42])[CH2:28][CH2:29]4)[C:19]([O:21][CH3:22])=[O:20])=[O:16])([CH2:13]3)[CH2:6]1)[CH2:14]2)=[O:4]. Given the reactants [CH3:1][O:2][C:3]([C:5]12[CH2:14][CH:9]3[CH2:10][CH:11]([CH2:13][C:7]([C:15]([NH:17][CH:18]([CH2:23][N:24]4[CH2:29][CH2:28][NH:27][CH2:26][CH2:25]4)[C:19]([O:21][CH3:22])=[O:20])=[O:16])([CH2:8]3)[CH2:6]1)[CH2:12]2)=[O:4].CCN(CC)CC.[CH3:37][N:38]([CH3:43])[C:39](=[O:42])[CH2:40]Cl, predict the reaction product. (2) The product is: [CH2:1]([O:3][C:4]([C:6]1[C:11]([Cl:12])=[C:10]([CH3:13])[C:9](=[O:14])[N:8]([CH3:15])[C:7]=1[Br:23])=[O:5])[CH3:2]. Given the reactants [CH2:1]([O:3][C:4]([C:6]1[C:11]([Cl:12])=[C:10]([CH3:13])[C:9](=[O:14])[N:8]([CH3:15])[CH:7]=1)=[O:5])[CH3:2].C1C(=O)N([Br:23])C(=O)C1, predict the reaction product. (3) Given the reactants [NH2:1][C:2]1[CH:10]=[C:9]([Br:11])[CH:8]=[CH:7][C:3]=1[C:4]([OH:6])=O.[CH3:12][CH:13]1[CH2:18][NH:17][C:16](=O)[CH2:15][N:14]1[C:20]([O:22][CH2:23][CH:24]1[C:36]2[CH:35]=[CH:34][CH:33]=[CH:32][C:31]=2[C:30]2[C:25]1=[CH:26][CH:27]=[CH:28][CH:29]=2)=[O:21].P(Cl)(Cl)(Cl)=O, predict the reaction product. The product is: [Br:11][C:9]1[CH:10]=[C:2]2[C:3]([C:4](=[O:6])[N:17]3[CH2:18][CH:13]([CH3:12])[N:14]([C:20]([O:22][CH2:23][CH:24]4[C:36]5[CH:35]=[CH:34][CH:33]=[CH:32][C:31]=5[C:30]5[C:25]4=[CH:26][CH:27]=[CH:28][CH:29]=5)=[O:21])[CH2:15][C:16]3=[N:1]2)=[CH:7][CH:8]=1.